From a dataset of Reaction yield outcomes from USPTO patents with 853,638 reactions. Predict the reaction yield, written as a fraction of the theoretical maximum amount of product (1.0 means a 100% yield; for example, 0.34 means a 34% yield). (1) The reactants are [C:1]([C:4]1[CH:5]=[C:6]([CH:29]=[CH:30][CH:31]=1)[C:7]([N:9]([CH2:11][CH2:12][O:13][CH2:14][CH2:15][O:16][CH2:17][CH2:18][O:19][CH2:20][CH2:21][C:22]([O:24]C(C)(C)C)=[O:23])[CH3:10])=[O:8])(=[O:3])[NH2:2].FC(F)(F)C(O)=O. The catalyst is ClCCl. The product is [C:1]([C:4]1[CH:5]=[C:6]([CH:29]=[CH:30][CH:31]=1)[C:7]([N:9]([CH2:11][CH2:12][O:13][CH2:14][CH2:15][O:16][CH2:17][CH2:18][O:19][CH2:20][CH2:21][C:22]([OH:24])=[O:23])[CH3:10])=[O:8])(=[O:3])[NH2:2]. The yield is 0.450. (2) The reactants are [CH3:1][N:2]1[CH2:7][CH2:6][CH2:5][C@@H:4]([CH2:8][O:9][C:10]2[C:18]3[C:17]4[CH:19]=[C:20]([C:23]#[N:24])[N:21]=[CH:22][C:16]=4[N:15](COCC[Si](C)(C)C)[C:14]=3[N:13]=[CH:12][CH:11]=2)[CH2:3]1.Br.[OH-].[Na+].Cl. The catalyst is O1CCOCC1. The product is [CH3:1][N:2]1[CH2:7][CH2:6][CH2:5][C@@H:4]([CH2:8][O:9][C:10]2[C:18]3[C:17]4[CH:19]=[C:20]([C:23]#[N:24])[N:21]=[CH:22][C:16]=4[NH:15][C:14]=3[N:13]=[CH:12][CH:11]=2)[CH2:3]1. The yield is 0.700. (3) The catalyst is C(Cl)Cl. The product is [CH3:1][O:2][C:3]1[CH:4]=[C:5]2[C:9](=[C:10]([O:14][CH3:15])[C:11]=1[O:12][CH3:13])[C:8](=[O:16])[NH:22][CH2:7][CH2:6]2. The reactants are [CH3:1][O:2][C:3]1[CH:4]=[C:5]2[C:9](=[C:10]([O:14][CH3:15])[C:11]=1[O:12][CH3:13])[C:8](=[O:16])[CH2:7][CH2:6]2.CS(O)(=O)=O.[N-:22]=[N+]=[N-].[Na+]. The yield is 0.900. (4) The reactants are B(Br)(Br)Br.C([O:12][C:13]([C:15]1[CH:16]=[C:17]([CH:41]=[CH:42][C:43]=1[OH:44])[CH:18]=[C:19]1[S:23][C:22](=[O:24])[N:21]([CH2:25][C:26]2[CH:31]=[C:30]([C:32]([F:35])([F:34])[F:33])[CH:29]=[CH:28][C:27]=2[C:36]([F:39])([F:38])[F:37])[C:20]1=[O:40])=[O:14])C1C=CC=CC=1.O. The catalyst is ClCCl. The product is [C:13]([C:15]1[CH:16]=[C:17]([CH:41]=[CH:42][C:43]=1[OH:44])[CH:18]=[C:19]1[S:23][C:22](=[O:24])[N:21]([CH2:25][C:26]2[CH:31]=[C:30]([C:32]([F:33])([F:34])[F:35])[CH:29]=[CH:28][C:27]=2[C:36]([F:39])([F:38])[F:37])[C:20]1=[O:40])([OH:14])=[O:12]. The yield is 0.750. (5) The reactants are C(OC(=O)CCC)C.CC(C)=O.[CH3:13][C:14](=O)[CH2:15][C:16](=O)[CH2:17][CH2:18][CH3:19].[C:22]([CH2:24][C:25]([NH2:27])=[O:26])#[N:23].N1CCCCC1. The catalyst is CCOCC.CCO. The product is [CH3:13][C:14]1[CH:15]=[C:16]([CH2:17][CH2:18][CH3:19])[NH:27][C:25](=[O:26])[C:24]=1[C:22]#[N:23]. The yield is 0.400. (6) The reactants are [Br:1][C:2]1[CH:3]=[CH:4][C:5]([N+:10]([O-])=O)=[C:6]([CH:9]=1)[NH:7][CH3:8].[Cl-].[NH4+]. The catalyst is CCO.O.[Fe]. The product is [Br:1][C:2]1[CH:9]=[C:6]([NH:7][CH3:8])[C:5]([NH2:10])=[CH:4][CH:3]=1. The yield is 0.900. (7) The reactants are [CH3:1][C:2]1[CH:3]=[C:4]([N:9]2[C:13](=[O:14])/[C:12](=[N:15]\[NH:16][C:17]3[C:18]([OH:32])=[C:19]([C:23]4[CH:28]=[CH:27][CH:26]=[C:25]([C:29](Cl)=[O:30])[CH:24]=4)[CH:20]=[CH:21][CH:22]=3)/[C:11]([CH3:33])=[N:10]2)[CH:5]=[CH:6][C:7]=1[CH3:8].N.C[N:36]1C(=O)CCC1.Cl. The catalyst is CCO. The product is [CH3:1][C:2]1[CH:3]=[C:4]([N:9]2[C:13](=[O:14])[C:12](=[N:15][NH:16][C:17]3[C:18]([OH:32])=[C:19]([C:23]4[CH:28]=[CH:27][CH:26]=[C:25]([C:29]([NH2:36])=[O:30])[CH:24]=4)[CH:20]=[CH:21][CH:22]=3)[C:11]([CH3:33])=[N:10]2)[CH:5]=[CH:6][C:7]=1[CH3:8]. The yield is 0.509.